Dataset: HIV replication inhibition screening data with 41,000+ compounds from the AIDS Antiviral Screen. Task: Binary Classification. Given a drug SMILES string, predict its activity (active/inactive) in a high-throughput screening assay against a specified biological target. (1) The compound is Cc1cc(O)nc(NN2C(Cl)C(=O)C2c2ccccc2O)n1. The result is 0 (inactive). (2) The molecule is O=C(Cc1ccccc1)NN1C(=O)C(Cl)C1c1cc(Br)ccc1O. The result is 0 (inactive).